From a dataset of Forward reaction prediction with 1.9M reactions from USPTO patents (1976-2016). Predict the product of the given reaction. (1) Given the reactants C[O:2][C:3](=[O:32])[CH2:4][CH2:5][NH:6][C:7](=[O:31])[C:8]1[CH:13]=[CH:12][C:11]([CH:14]([O:21][C:22]2[CH:27]=[C:26]([CH3:28])[C:25](Br)=[C:24]([CH3:30])[CH:23]=2)[CH2:15][CH2:16][CH2:17][CH2:18][CH2:19][CH3:20])=[CH:10][CH:9]=1.[F:33][C:34]1[CH:39]=[CH:38][C:37](B(O)O)=[C:36]([CH3:43])[CH:35]=1, predict the reaction product. The product is: [F:33][C:34]1[CH:39]=[CH:38][C:37]([C:25]2[C:26]([CH3:28])=[CH:27][C:22]([O:21][CH:14]([C:11]3[CH:10]=[CH:9][C:8]([C:7]([NH:6][CH2:5][CH2:4][C:3]([OH:2])=[O:32])=[O:31])=[CH:13][CH:12]=3)[CH2:15][CH2:16][CH2:17][CH2:18][CH2:19][CH3:20])=[CH:23][C:24]=2[CH3:30])=[C:36]([CH3:43])[CH:35]=1. (2) Given the reactants OC(C(F)(F)F)=O.OC(C(F)(F)F)=O.[CH:15]12[O:22][CH:19]([CH2:20][CH2:21]1)[CH2:18][N:17]([C:23]1[N:28]=[C:27]([N:29]3[CH2:34][CH2:33][NH:32][CH2:31][CH2:30]3)[N:26]=[C:25]([C:35]3[CH:40]=[CH:39][C:38]([NH:41][C:42]([NH:44][C:45]4[CH:50]=[CH:49][N:48]=[CH:47][CH:46]=4)=[O:43])=[CH:37][CH:36]=3)[N:24]=1)[CH2:16]2.Cl.[CH3:52][N:53]([CH2:55][C:56](Cl)=[O:57])[CH3:54], predict the reaction product. The product is: [CH3:52][N:53]([CH3:54])[CH2:55][C:56]([N:32]1[CH2:33][CH2:34][N:29]([C:27]2[N:28]=[C:23]([N:17]3[CH2:16][CH:15]4[O:22][CH:19]([CH2:20][CH2:21]4)[CH2:18]3)[N:24]=[C:25]([C:35]3[CH:36]=[CH:37][C:38]([NH:41][C:42]([NH:44][C:45]4[CH:46]=[CH:47][N:48]=[CH:49][CH:50]=4)=[O:43])=[CH:39][CH:40]=3)[N:26]=2)[CH2:30][CH2:31]1)=[O:57].